Dataset: NCI-60 drug combinations with 297,098 pairs across 59 cell lines. Task: Regression. Given two drug SMILES strings and cell line genomic features, predict the synergy score measuring deviation from expected non-interaction effect. Drug 1: CN(C)C1=NC(=NC(=N1)N(C)C)N(C)C. Drug 2: C(CC(=O)O)C(=O)CN.Cl. Cell line: IGROV1. Synergy scores: CSS=21.9, Synergy_ZIP=4.14, Synergy_Bliss=9.43, Synergy_Loewe=8.22, Synergy_HSA=9.25.